From a dataset of Peptide-MHC class I binding affinity with 185,985 pairs from IEDB/IMGT. Regression. Given a peptide amino acid sequence and an MHC pseudo amino acid sequence, predict their binding affinity value. This is MHC class I binding data. The peptide sequence is WQDGGWQSV. The MHC is HLA-A02:12 with pseudo-sequence HLA-A02:12. The binding affinity (normalized) is 0.0847.